Task: Predict the reactants needed to synthesize the given product.. Dataset: Full USPTO retrosynthesis dataset with 1.9M reactions from patents (1976-2016) (1) Given the product [Br:7][C:8]1[CH:9]=[CH:10][C:11](=[O:14])[N:12]([CH:2]([CH3:3])[CH3:1])[CH:13]=1, predict the reactants needed to synthesize it. The reactants are: [CH3:1][C:2]([O-])(C)[CH3:3].[K+].[Br:7][C:8]1[CH:9]=[CH:10][C:11](=[O:14])[NH:12][CH:13]=1.C([O-])([O-])=O.[K+].[K+].IC(C)C. (2) Given the product [CH2:10]([N:13]([CH2:14][CH2:15][CH2:16][C:17]([NH:43][CH2:42][CH2:41][C:39]1[C:40]2[C:31]([CH:32]=[C:33]3[C:38]=1[CH:37]=[CH:36][CH:35]=[CH:34]3)=[CH:30][CH:29]=[CH:28][CH:27]=2)=[O:19])[C:20](=[O:21])[O:22][C:23]([CH3:26])([CH3:25])[CH3:24])[CH:11]=[CH2:12], predict the reactants needed to synthesize it. The reactants are: CC(C)N=C=NC(C)C.[CH2:10]([N:13]([C:20]([O:22][C:23]([CH3:26])([CH3:25])[CH3:24])=[O:21])[CH2:14][CH2:15][CH2:16][C:17]([OH:19])=O)[CH:11]=[CH2:12].[CH:27]1[C:40]2[C:31](=[CH:32][C:33]3[C:38]([C:39]=2[CH2:41][CH2:42][NH2:43])=[CH:37][CH:36]=[CH:35][CH:34]=3)[CH:30]=[CH:29][CH:28]=1. (3) The reactants are: Cl[C:2]1[N:7]=[C:6]([C:8]2[CH:13]=[CH:12][CH:11]=[CH:10][CH:9]=2)[N:5]=[C:4]([NH:14][C:15]2[NH:16][N:17]=[C:18]([CH:20]3[CH2:22][CH2:21]3)[CH:19]=2)[N:3]=1.C(OC([N:30]1[C:38]2[C:33](=[CH:34][CH:35]=[C:36]([NH2:39])[CH:37]=2)[C:32](=[O:40])[NH:31]1)=O)(C)(C)C.FC(F)(F)C(O)=O. Given the product [CH:20]1([C:18]2[CH:19]=[C:15]([NH:14][C:4]3[N:5]=[C:6]([C:8]4[CH:13]=[CH:12][CH:11]=[CH:10][CH:9]=4)[N:7]=[C:2]([NH:39][C:36]4[CH:37]=[C:38]5[C:33]([C:32](=[O:40])[NH:31][NH:30]5)=[CH:34][CH:35]=4)[N:3]=3)[NH:16][N:17]=2)[CH2:22][CH2:21]1, predict the reactants needed to synthesize it. (4) Given the product [N:1]1[CH:6]=[CH:5][CH:4]=[CH:3][C:2]=1[S:7][CH2:9][CH2:10][NH2:11], predict the reactants needed to synthesize it. The reactants are: [N:1]1[CH:6]=[CH:5][CH:4]=[CH:3][C:2]=1[SH:7].Br[CH2:9][CH2:10][NH2:11].C(=O)([O-])[O-].[K+].[K+]. (5) Given the product [F:1][C:2]1[CH:7]=[CH:6][C:5]([C:8]2[O:9][C:10]3[CH:20]=[C:19]([N:21]([CH3:26])[S:22]([CH3:25])(=[O:24])=[O:23])[C:18]([C:27]4[CH:32]=[CH:31][CH:30]=[C:29]([B:34]5[O:38][C:37]([CH3:40])([CH3:39])[C:36]([CH3:42])([CH3:41])[O:35]5)[CH:28]=4)=[CH:17][C:11]=3[C:12]=2[C:13]([NH:15][CH3:16])=[O:14])=[CH:4][CH:3]=1, predict the reactants needed to synthesize it. The reactants are: [F:1][C:2]1[CH:7]=[CH:6][C:5]([C:8]2[O:9][C:10]3[CH:20]=[C:19]([N:21]([CH3:26])[S:22]([CH3:25])(=[O:24])=[O:23])[C:18]([C:27]4[CH:32]=[CH:31][CH:30]=[C:29](I)[CH:28]=4)=[CH:17][C:11]=3[C:12]=2[C:13]([NH:15][CH3:16])=[O:14])=[CH:4][CH:3]=1.[B:34]1([B:34]2[O:38][C:37]([CH3:40])([CH3:39])[C:36]([CH3:42])([CH3:41])[O:35]2)[O:38][C:37]([CH3:40])([CH3:39])[C:36]([CH3:42])([CH3:41])[O:35]1.CC([O-])=O.[K+]. (6) Given the product [NH2:1][C:2]1[N:3]=[C:4]([N:20]2[CH2:25][CH2:24][N:23]([C:34](=[O:35])[CH2:33][O:32][C:31]3[CH:37]=[CH:38][CH:39]=[C:29]([N+:26]([O-:28])=[O:27])[CH:30]=3)[CH2:22][CH2:21]2)[C:5]2[N:10]=[C:9]([CH2:11][CH2:12][C:13]3[CH:18]=[CH:17][C:16]([F:19])=[CH:15][CH:14]=3)[S:8][C:6]=2[N:7]=1, predict the reactants needed to synthesize it. The reactants are: [NH2:1][C:2]1[N:3]=[C:4]([N:20]2[CH2:25][CH2:24][NH:23][CH2:22][CH2:21]2)[C:5]2[N:10]=[C:9]([CH2:11][CH2:12][C:13]3[CH:18]=[CH:17][C:16]([F:19])=[CH:15][CH:14]=3)[S:8][C:6]=2[N:7]=1.[N+:26]([C:29]1[CH:30]=[C:31]([CH:37]=[CH:38][CH:39]=1)[O:32][CH2:33][C:34](O)=[O:35])([O-:28])=[O:27].CN(C(ON1N=NC2C=CC=CC1=2)=[N+](C)C)C.[B-](F)(F)(F)F.C(N(C(C)C)CC)(C)C. (7) Given the product [F:19][C:20]1[CH:21]=[C:22]([OH:35])[CH:23]=[CH:24][C:25]=1[C:2]1[CH:7]=[CH:6][C:5]([C:8]2[CH:13]=[CH:12][C:11]([CH2:14][CH2:15][CH2:16][OH:17])=[CH:10][CH:9]=2)=[CH:4][C:3]=1[F:18], predict the reactants needed to synthesize it. The reactants are: Br[C:2]1[CH:7]=[CH:6][C:5]([C:8]2[CH:13]=[CH:12][C:11]([CH2:14][CH2:15][CH2:16][OH:17])=[CH:10][CH:9]=2)=[CH:4][C:3]=1[F:18].[F:19][C:20]1[CH:21]=[C:22]([OH:35])[CH:23]=[CH:24][C:25]=1B1OC(C)(C)C(C)(C)O1.CCOCC.